This data is from Forward reaction prediction with 1.9M reactions from USPTO patents (1976-2016). The task is: Predict the product of the given reaction. (1) Given the reactants C(O[C:4](=[O:34])[CH:5]([NH:11][C:12]1[CH:13]=[N:14][C:15]([O:18][C:19]2[CH:20]=[C:21]3[C:25](=[CH:26][CH:27]=2)[N:24]([C:28]2[CH:29]=[N:30][CH:31]=[CH:32][CH:33]=2)[N:23]=[CH:22]3)=[CH:16][CH:17]=1)[C:6](OCC)=[O:7])C.NC1C=C[C:39]([O:42]C2C=C3C(=CC=2)N(C2C=NC=CC=2)N=C3)=[N:40]C=1.BrCC[C:61]([CH2:68][CH3:69])(C([O-])=O)C([O-])=O.C[N:71](C)C1C=CC=CC=1, predict the reaction product. The product is: [N:30]1[CH:31]=[CH:32][CH:33]=[C:28]([N:24]2[C:25]3[C:21](=[CH:20][C:19]([O:18][C:15]4[N:14]=[CH:13][C:12]([N:11]5[C:5]6([C:6](=[O:7])[NH:71][C:39](=[O:42])[NH:40][C:4]6=[O:34])[CH2:61][CH2:68][CH2:69]5)=[CH:17][CH:16]=4)=[CH:27][CH:26]=3)[CH:22]=[N:23]2)[CH:29]=1. (2) Given the reactants [Cl:1][C:2]1[CH:27]=[CH:26][C:5]([O:6][C:7]2[CH:12]=[CH:11][CH:10]=[CH:9][C:8]=2[NH:13][S:14]([C:17]2[CH:25]=[CH:24][C:20]([C:21](O)=[O:22])=[CH:19][CH:18]=2)(=[O:16])=[O:15])=[C:4]([O:28][CH3:29])[CH:3]=1.[N:30]1([CH2:36][CH2:37][CH2:38][NH2:39])[CH2:35][CH2:34][CH2:33][CH2:32][CH2:31]1, predict the reaction product. The product is: [Cl:1][C:2]1[CH:27]=[CH:26][C:5]([O:6][C:7]2[CH:12]=[CH:11][CH:10]=[CH:9][C:8]=2[NH:13][S:14]([C:17]2[CH:25]=[CH:24][C:20]([C:21]([NH:39][CH2:38][CH2:37][CH2:36][N:30]3[CH2:35][CH2:34][CH2:33][CH2:32][CH2:31]3)=[O:22])=[CH:19][CH:18]=2)(=[O:15])=[O:16])=[C:4]([O:28][CH3:29])[CH:3]=1.